Dataset: Catalyst prediction with 721,799 reactions and 888 catalyst types from USPTO. Task: Predict which catalyst facilitates the given reaction. (1) Reactant: [NH2:1][C:2]1[CH:3]=[C:4]([CH:16]=[CH:17][C:18]=1[O:19][CH3:20])[C:5]([NH:7][C:8]1[CH:13]=[CH:12][C:11]([O:14][CH3:15])=[CH:10][CH:9]=1)=[O:6].[Cl:21][C:22]1[CH:23]=[C:24]([N:29]=[C:30]=[S:31])[CH:25]=[C:26]([Cl:28])[CH:27]=1. The catalyst class is: 13. Product: [Cl:21][C:22]1[CH:23]=[C:24]([NH:29][C:30](=[S:31])[NH:1][C:2]2[CH:3]=[C:4]([CH:16]=[CH:17][C:18]=2[O:19][CH3:20])[C:5]([NH:7][C:8]2[CH:9]=[CH:10][C:11]([O:14][CH3:15])=[CH:12][CH:13]=2)=[O:6])[CH:25]=[C:26]([Cl:28])[CH:27]=1. (2) Reactant: [Cl:1][C:2]1[C:3]([F:42])=[C:4]([C@@H:8]2[C@:12]([C:15]3[CH:20]=[CH:19][C:18]([Cl:21])=[CH:17][C:16]=3[F:22])([C:13]#[N:14])[C@H:11]([CH2:23][C:24]([CH3:27])([CH3:26])[CH3:25])[NH:10][C@H:9]2[C:28]([NH:30][C:31]2[CH:39]=[CH:38][C:34]([C:35]([OH:37])=[O:36])=[CH:33][C:32]=2[O:40][CH3:41])=[O:29])[CH:5]=[CH:6][CH:7]=1.Cl.Cl[CH2:45][C:46]([N:48]1[CH2:53][CH2:52][N:51]([CH3:54])[CH2:50][CH2:49]1)=[O:47].C(=O)([O-])[O-].[Cs+].[Cs+].CN(C)C=O. Product: [ClH:1].[CH3:54][N:51]1[CH2:52][CH2:53][N:48]([C:46](=[O:47])[CH2:45][O:36][C:35](=[O:37])[C:34]2[CH:38]=[CH:39][C:31]([NH:30][C:28]([C@H:9]3[C@H:8]([C:4]4[CH:5]=[CH:6][CH:7]=[C:2]([Cl:1])[C:3]=4[F:42])[C@:12]([C:15]4[CH:20]=[CH:19][C:18]([Cl:21])=[CH:17][C:16]=4[F:22])([C:13]#[N:14])[C@H:11]([CH2:23][C:24]([CH3:26])([CH3:27])[CH3:25])[NH:10]3)=[O:29])=[C:32]([O:40][CH3:41])[CH:33]=2)[CH2:49][CH2:50]1. The catalyst class is: 6. (3) The catalyst class is: 73. Product: [Br:1][C:2]1[CH:7]=[CH:6][C:5]([C:8]2[N:13]=[C:12]([C:32]3[CH:33]=[N:34][N:35]([CH2:37][O:38][CH2:39][CH2:40][Si:41]([CH3:44])([CH3:43])[CH3:42])[CH:36]=3)[N:11]3[CH:15]=[CH:16][N:17]=[C:10]3[CH:9]=2)=[CH:4][CH:3]=1. Reactant: [Br:1][C:2]1[CH:7]=[CH:6][C:5]([C:8]2[N:13]=[C:12](Cl)[N:11]3[CH:15]=[CH:16][N:17]=[C:10]3[CH:9]=2)=[CH:4][CH:3]=1.C(=O)([O-])[O-].[K+].[K+].CC1(C)C(C)(C)OB([C:32]2[CH:33]=[N:34][N:35]([CH2:37][O:38][CH2:39][CH2:40][Si:41]([CH3:44])([CH3:43])[CH3:42])[CH:36]=2)O1.O. (4) Reactant: C(Cl)(=O)C(Cl)=O.CS(C)=O.[OH:11][CH2:12][C:13]1[CH:14]=[C:15]([CH:18]=[CH:19][N:20]=1)[C:16]#[N:17].C(N(CC)CC)C. Product: [CH:12]([C:13]1[CH:14]=[C:15]([CH:18]=[CH:19][N:20]=1)[C:16]#[N:17])=[O:11]. The catalyst class is: 2. (5) Reactant: [CH2:1]([O:3][C:4](=[O:38])[C:5]([CH3:37])([O:7][C:8]1[CH:13]=[CH:12][C:11]([O:14][CH2:15][CH2:16][C:17]2[N:18]=[C:19]([C:23]3[CH:28]=[CH:27][C:26]([C:29]#[C:30]C4C=CC=CC=4)=[CH:25][CH:24]=3)[O:20][C:21]=2[CH3:22])=[CH:10][CH:9]=1)[CH3:6])[CH3:2]. Product: [CH2:1]([O:3][C:4](=[O:38])[C:5]([O:7][C:8]1[CH:9]=[CH:10][C:11]([O:14][CH2:15][CH2:16][C:17]2[N:18]=[C:19]([C:23]3[CH:28]=[CH:27][C:26]([C:29]#[CH:30])=[CH:25][CH:24]=3)[O:20][C:21]=2[CH3:22])=[CH:12][CH:13]=1)([CH3:6])[CH3:37])[CH3:2]. The catalyst class is: 25. (6) Reactant: [N:1]1[CH:6]=[CH:5][CH:4]=[C:3]([C:7]2[N:15]3[C:10]([CH2:11][CH2:12][CH2:13][CH2:14]3)=[C:9]([C:16]#[N:17])[CH:8]=2)[CH:2]=1.[Se]=O. Product: [N:1]1[CH:6]=[CH:5][CH:4]=[C:3]([C:7]2[N:15]3[C:10]([CH:11]=[CH:12][CH:13]=[CH:14]3)=[C:9]([C:16]#[N:17])[CH:8]=2)[CH:2]=1. The catalyst class is: 113. (7) Reactant: [Cl-].[Al+3].[Cl-].[Cl-].[C:5](Cl)(=[O:7])[CH3:6].[Br:9][C:10]1[CH:11]=[C:12]2[C:17](=[CH:18][CH:19]=1)[O:16][C:15]([CH2:22][CH3:23])([CH2:20][CH3:21])[CH2:14][C:13]2([CH3:25])[CH3:24].O. Product: [C:5]([C:18]1[CH:19]=[C:10]([Br:9])[CH:11]=[C:12]2[C:17]=1[O:16][C:15]([CH2:22][CH3:23])([CH2:20][CH3:21])[CH2:14][C:13]2([CH3:24])[CH3:25])(=[O:7])[CH3:6]. The catalyst class is: 4. (8) Reactant: Cl[C:2]1[N:3]=[C:4]([NH:21][C@H:22]([CH3:25])[CH2:23][OH:24])[C:5]2[CH:10]=[CH:9][N:8]([S:11]([C:14]3[CH:20]=[CH:19][C:17]([CH3:18])=[CH:16][CH:15]=3)(=[O:13])=[O:12])[C:6]=2[N:7]=1.[NH2:26][C:27]1[CH:32]=[CH:31][C:30]([N:33]2[CH2:38][CH2:37][N:36]([C:39](=[O:41])[CH3:40])[CH2:35][CH2:34]2)=[CH:29][CH:28]=1.C[Si](Cl)(C)C. Product: [OH:24][CH2:23][C@H:22]([NH:21][C:4]1[C:5]2[CH:10]=[CH:9][N:8]([S:11]([C:14]3[CH:20]=[CH:19][C:17]([CH3:18])=[CH:16][CH:15]=3)(=[O:13])=[O:12])[C:6]=2[N:7]=[C:2]([NH:26][C:27]2[CH:28]=[CH:29][C:30]([N:33]3[CH2:34][CH2:35][N:36]([C:39](=[O:41])[CH3:40])[CH2:37][CH2:38]3)=[CH:31][CH:32]=2)[N:3]=1)[CH3:25]. The catalyst class is: 51. (9) Reactant: [NH2:1][CH2:2][CH2:3][NH:4][C:5]1[N:13]=[C:12]([Cl:14])[N:11]=[C:10]2[C:6]=1[N:7]=[CH:8][N:9]2[CH:15]1[CH2:19][CH2:18][CH2:17][CH2:16]1.C(Cl)Cl.C(N(CC)CC)C.[Cl:30][C:31]1[CH:32]=[C:33]([CH:37]=[CH:38][C:39]=1[Cl:40])[C:34](Cl)=[O:35]. Product: [Cl:14][C:12]1[N:11]=[C:10]2[C:6]([N:7]=[CH:8][N:9]2[CH:15]2[CH2:19][CH2:18][CH2:17][CH2:16]2)=[C:5]([NH:4][CH2:3][CH2:2][NH:1][C:34](=[O:35])[C:33]2[CH:37]=[CH:38][C:39]([Cl:40])=[C:31]([Cl:30])[CH:32]=2)[N:13]=1. The catalyst class is: 6.